From a dataset of Full USPTO retrosynthesis dataset with 1.9M reactions from patents (1976-2016). Predict the reactants needed to synthesize the given product. (1) Given the product [NH:1]1[CH2:6][CH2:5][CH:4]([CH2:7][CH2:8][CH2:9][OH:10])[CH2:3][CH2:2]1, predict the reactants needed to synthesize it. The reactants are: [N:1]1[CH:6]=[CH:5][C:4]([CH2:7][CH2:8][CH2:9][OH:10])=[CH:3][CH:2]=1.[H][H].O.CO. (2) Given the product [CH:6]1([CH2:9][O:10][C:11]2[CH:12]=[CH:13][C:14]([N:17]3[C:22](=[O:23])[C:21]4[NH:24][CH:25]=[CH:26][C:20]=4[N:19]=[C:18]3[S:27][CH2:29][CH2:30][O:31][CH2:32][CH2:33][O:34][CH2:35][CH3:36])=[CH:15][CH:16]=2)[CH2:7][CH2:8]1, predict the reactants needed to synthesize it. The reactants are: C(=O)([O-])O.[Na+].[CH:6]1([CH2:9][O:10][C:11]2[CH:16]=[CH:15][C:14]([N:17]3[C:22](=[O:23])[C:21]4[NH:24][CH:25]=[CH:26][C:20]=4[NH:19][C:18]3=[S:27])=[CH:13][CH:12]=2)[CH2:8][CH2:7]1.Br[CH2:29][CH2:30][O:31][CH2:32][CH2:33][O:34][CH2:35][CH3:36].[I-].[Na+]. (3) Given the product [Cl:23][C:9]1[C:8]2[CH2:7][CH2:6][N:14]([CH:15]3[CH2:18][C:17]([F:20])([F:19])[CH2:16]3)[C:13]=2[N:12]=[C:11]([S:21][CH3:22])[N:10]=1, predict the reactants needed to synthesize it. The reactants are: CS(O[CH2:6][CH2:7][C:8]1[C:9]([Cl:23])=[N:10][C:11]([S:21][CH3:22])=[N:12][C:13]=1[NH:14][CH:15]1[CH2:18][C:17]([F:20])([F:19])[CH2:16]1)(=O)=O.C1CCN2C(=NCCC2)CC1.